From a dataset of Full USPTO retrosynthesis dataset with 1.9M reactions from patents (1976-2016). Predict the reactants needed to synthesize the given product. (1) Given the product [NH2:19][C:6]1[N:1]=[C:2]2[CH2:9][CH2:8][CH:7]([C:10]([O:12][CH3:13])=[O:11])[C:3]2=[CH:4][CH:5]=1, predict the reactants needed to synthesize it. The reactants are: [N+:1]1([O-])[CH:6]=[CH:5][CH:4]=[C:3]2[CH:7]([C:10]([O:12][CH3:13])=[O:11])[CH2:8][CH2:9][C:2]=12.C([NH2:19])(C)(C)C.C1(C)C=CC(S(OS(C2C=CC(C)=CC=2)(=O)=O)(=O)=O)=CC=1. (2) Given the product [C:11]([C:6]1[C:5]2[C:9](=[CH:10][C:2]([CH3:1])=[CH:3][CH:4]=2)[N:8]([CH2:26][C:27]([OH:29])=[O:28])[N:7]=1)(=[O:12])[NH2:13], predict the reactants needed to synthesize it. The reactants are: [CH3:1][C:2]1[CH:10]=[C:9]2[C:5]([C:6]([C:11]([NH2:13])=[O:12])=[N:7][NH:8]2)=[CH:4][CH:3]=1.C(C1C2C(=CC=CC=2)N([CH2:26][C:27]([OH:29])=[O:28])N=1)(=O)N.